Dataset: Reaction yield outcomes from USPTO patents with 853,638 reactions. Task: Predict the reaction yield, written as a fraction of the theoretical maximum amount of product (1.0 means a 100% yield; for example, 0.34 means a 34% yield). (1) The reactants are [CH:1]([C:4]1[C:9]([C:10]([OH:12])=O)=[C:8]([CH3:13])[CH:7]=[C:6]([N:14]2[CH2:19][CH2:18][O:17][CH2:16][CH2:15]2)[N:5]=1)([CH3:3])[CH3:2].C(N(CC)CC)C.[NH2:27][CH2:28][CH2:29][CH:30]([OH:35])[C:31]([CH3:34])([CH3:33])[CH3:32]. The catalyst is O1CCCC1.C(OCC)(=O)C.[Cl-].[NH4+]. The product is [OH:35][CH:30]([C:31]([CH3:34])([CH3:33])[CH3:32])[CH2:29][CH2:28][NH:27][C:10]([C:9]1[C:4]([CH:1]([CH3:2])[CH3:3])=[N:5][C:6]([N:14]2[CH2:19][CH2:18][O:17][CH2:16][CH2:15]2)=[CH:7][C:8]=1[CH3:13])=[O:12]. The yield is 0.490. (2) The reactants are [NH2:1][C:2]1[CH:7]=[CH:6][C:5]([CH2:8]O)=[CH:4][C:3]=1[O:10][C:11]([F:14])([F:13])[F:12].[CH2:15]([O:17][C:18](=[O:34])[CH2:19][CH:20]([N:24]1[C:28]2[CH:29]=[CH:30][CH:31]=[CH:32][C:27]=2[NH:26][C:25]1=[O:33])[CH2:21][CH2:22][CH3:23])[CH3:16].C1(P(C2C=CC=CC=2)C2C=CC=CC=2)C=CC=CC=1.CC(OC(/N=N/C(OC(C)C)=O)=O)C. The catalyst is O1CCCC1. The product is [CH2:15]([O:17][C:18](=[O:34])[CH2:19][CH:20]([N:24]1[C:28]2[CH:29]=[CH:30][CH:31]=[CH:32][C:27]=2[N:26]([CH2:8][C:5]2[CH:6]=[CH:7][C:2]([NH2:1])=[C:3]([O:10][C:11]([F:14])([F:13])[F:12])[CH:4]=2)[C:25]1=[O:33])[CH2:21][CH2:22][CH3:23])[CH3:16]. The yield is 0.0900.